This data is from Peptide-MHC class I binding affinity with 185,985 pairs from IEDB/IMGT. The task is: Regression. Given a peptide amino acid sequence and an MHC pseudo amino acid sequence, predict their binding affinity value. This is MHC class I binding data. (1) The peptide sequence is FLTPLSVTL. The MHC is HLA-A02:01 with pseudo-sequence HLA-A02:01. The binding affinity (normalized) is 0.857. (2) The peptide sequence is RVYLQGHGY. The MHC is HLA-B18:01 with pseudo-sequence HLA-B18:01. The binding affinity (normalized) is 0.0847. (3) The peptide sequence is YYKKTFSAL. The MHC is HLA-A32:07 with pseudo-sequence HLA-A32:07. The binding affinity (normalized) is 0.689. (4) The peptide sequence is RMMGVKYLM. The MHC is HLA-B15:42 with pseudo-sequence HLA-B15:42. The binding affinity (normalized) is 0.213. (5) The peptide sequence is APPGYALLR. The MHC is Mamu-A01 with pseudo-sequence Mamu-A01. The binding affinity (normalized) is 0.244. (6) The peptide sequence is WPKFAVPNL. The MHC is Patr-B1301 with pseudo-sequence Patr-B1301. The binding affinity (normalized) is 0.931. (7) The peptide sequence is VMGVIGFGF. The MHC is HLA-A80:01 with pseudo-sequence HLA-A80:01. The binding affinity (normalized) is 0.0847. (8) The peptide sequence is HTTTGRTSL. The MHC is HLA-B35:01 with pseudo-sequence HLA-B35:01. The binding affinity (normalized) is 0.0847. (9) The peptide sequence is FFASFYYIW. The MHC is HLA-A30:02 with pseudo-sequence HLA-A30:02. The binding affinity (normalized) is 0. (10) The peptide sequence is FRVYYREGR. The MHC is Mamu-B03 with pseudo-sequence Mamu-B03. The binding affinity (normalized) is 0.148.